This data is from Catalyst prediction with 721,799 reactions and 888 catalyst types from USPTO. The task is: Predict which catalyst facilitates the given reaction. (1) Reactant: [CH3:1][C:2]1[CH:7]=[CH:6][C:5]([C:8]2[CH:13]=[C:12]([N:14]3[C:18]([CH3:19])=[N:17][N:16]=[N:15]3)[CH:11]=[C:10]([C:20]([OH:22])=O)[CH:9]=2)=[CH:4][CH:3]=1.C1C=CC2N(O)N=NC=2C=1.[CH3:33][O:34][CH2:35][CH:36]([NH2:38])[CH3:37].CN1C(=O)CCC1.CCN=C=NCCCN(C)C. Product: [CH3:33][O:34][CH2:35][CH:36]([NH:38][C:20]([C:10]1[CH:9]=[C:8]([C:5]2[CH:6]=[CH:7][C:2]([CH3:1])=[CH:3][CH:4]=2)[CH:13]=[C:12]([N:14]2[C:18]([CH3:19])=[N:17][N:16]=[N:15]2)[CH:11]=1)=[O:22])[CH3:37]. The catalyst class is: 59. (2) Reactant: [C:1]1([N:7]2[C:12](=[O:13])[C:11]3[S:14][CH:15]=[C:16]([C:17]4[CH:22]=[CH:21][CH:20]=[CH:19][CH:18]=4)[C:10]=3[N:9]=[CH:8]2)C=[CH:5][CH:4]=[CH:3][CH:2]=1.NC1C(C2C=CC=CC=2)=CSC=1C(OC)=[O:36].C(OCC)(OCC)OCC.O1CCC[C@H]1CN. Product: [C:17]1([C:16]2[C:10]3[N:9]=[CH:8][N:7]([CH2:1][C@@H:2]4[CH2:3][CH2:4][CH2:5][O:36]4)[C:12](=[O:13])[C:11]=3[S:14][CH:15]=2)[CH:22]=[CH:21][CH:20]=[CH:19][CH:18]=1. The catalyst class is: 15.